This data is from Reaction yield outcomes from USPTO patents with 853,638 reactions. The task is: Predict the reaction yield, written as a fraction of the theoretical maximum amount of product (1.0 means a 100% yield; for example, 0.34 means a 34% yield). (1) The reactants are [C:1]([C:3]1[CH:4]=[C:5]([CH:9]=[CH:10][CH:11]=1)[C:6](Cl)=[O:7])#[N:2].[CH2:12]([NH:19][C:20]([C:22]1[S:26][C:25]([NH2:27])=[N:24][C:23]=1[CH3:28])=[O:21])[C:13]1[CH:18]=[CH:17][CH:16]=[CH:15][CH:14]=1. No catalyst specified. The product is [CH2:12]([NH:19][C:20]([C:22]1[S:26][C:25]([NH:27][C:6](=[O:7])[C:5]2[CH:9]=[CH:10][CH:11]=[C:3]([C:1]#[N:2])[CH:4]=2)=[N:24][C:23]=1[CH3:28])=[O:21])[C:13]1[CH:18]=[CH:17][CH:16]=[CH:15][CH:14]=1. The yield is 0.360. (2) The reactants are [C:1]([C:5]1[CH:10]=[CH:9][C:8]([S:11]([NH:14][C:15]2[CH:16]=[CH:17][C:18]3[S:22][C:21]([C:23]([OH:25])=O)=[C:20]([C:26]4[CH:31]=[CH:30][CH:29]=[CH:28][CH:27]=4)[C:19]=3[CH:32]=2)(=[O:13])=[O:12])=[CH:7][CH:6]=1)([CH3:4])([CH3:3])[CH3:2].[NH2:33][CH:34]([CH3:37])[CH2:35][OH:36]. No catalyst specified. The product is [OH:36][CH2:35][CH:34]([NH:33][C:23]([C:21]1[S:22][C:18]2[CH:17]=[CH:16][C:15]([NH:14][S:11]([C:8]3[CH:7]=[CH:6][C:5]([C:1]([CH3:4])([CH3:2])[CH3:3])=[CH:10][CH:9]=3)(=[O:12])=[O:13])=[CH:32][C:19]=2[C:20]=1[C:26]1[CH:31]=[CH:30][CH:29]=[CH:28][CH:27]=1)=[O:25])[CH3:37]. The yield is 0.290. (3) The reactants are [C:1]([O:4][C@H:5]1[C@H:11]([O:12][C:13](=[O:15])[CH3:14])[C@@H:10]([O:16][C:17](=[O:19])[CH3:18])[C@:9]2([C:21]3[CH:26]=[CH:25][C:24]([Cl:27])=[C:23]([CH2:28][C:29]4[CH:34]=[CH:33][C:32]([O:35]CC=C)=[CH:31][CH:30]=4)[CH:22]=3)[O:20][C@@:6]1([CH2:39][O:40][C:41](=[O:43])[CH3:42])[CH2:7][O:8]2)(=[O:3])[CH3:2].CN1C(=O)CC(=O)N(C)C1=O. The catalyst is C1COCC1.C1C=CC([P]([Pd]([P](C2C=CC=CC=2)(C2C=CC=CC=2)C2C=CC=CC=2)([P](C2C=CC=CC=2)(C2C=CC=CC=2)C2C=CC=CC=2)[P](C2C=CC=CC=2)(C2C=CC=CC=2)C2C=CC=CC=2)(C2C=CC=CC=2)C2C=CC=CC=2)=CC=1. The product is [C:1]([O:4][C@H:5]1[C@H:11]([O:12][C:13](=[O:15])[CH3:14])[C@@H:10]([O:16][C:17](=[O:19])[CH3:18])[C@:9]2([C:21]3[CH:26]=[CH:25][C:24]([Cl:27])=[C:23]([CH2:28][C:29]4[CH:30]=[CH:31][C:32]([OH:35])=[CH:33][CH:34]=4)[CH:22]=3)[O:20][C@@:6]1([CH2:39][O:40][C:41](=[O:43])[CH3:42])[CH2:7][O:8]2)(=[O:3])[CH3:2]. The yield is 0.940. (4) The reactants are Br[C:2]1[C:3]([F:25])=[CH:4][C:5]2[O:11][CH2:10][CH2:9][N:8]3[C:12]([CH2:18][N:19]4[CH2:23][CH2:22][CH2:21][CH2:20]4)=[C:13]([C:15]([NH2:17])=[O:16])[N:14]=[C:7]3[C:6]=2[CH:24]=1.[C:26]([C@:28]1([OH:35])[CH2:32][CH2:31][N:30]([CH3:33])[C:29]1=[O:34])#[CH:27]. No catalyst specified. The product is [F:25][C:3]1[C:2]([C:27]#[C:26][C@:28]2([OH:35])[CH2:32][CH2:31][N:30]([CH3:33])[C:29]2=[O:34])=[CH:24][C:6]2[C:7]3[N:8]([C:12]([CH2:18][N:19]4[CH2:23][CH2:22][CH2:21][CH2:20]4)=[C:13]([C:15]([NH2:17])=[O:16])[N:14]=3)[CH2:9][CH2:10][O:11][C:5]=2[CH:4]=1. The yield is 0.0330. (5) The reactants are [Na].[NH2:2][OH:3].O.CO[C:7](=[O:37])[C:8]1[CH:13]=[CH:12][C:11]([CH2:14][N:15]2[CH:20]([C:21]3[C:26]([CH3:27])=[CH:25][CH:24]=[CH:23][N:22]=3)[CH2:19][CH2:18][CH2:17][CH:16]2[C:28]2[C:33]([CH3:34])=[CH:32][CH:31]=[CH:30][N:29]=2)=[C:10]([CH2:35][OH:36])[CH:9]=1.C([O-])(O)=O.[Na+]. The catalyst is CO.C(Cl)(Cl)Cl. The product is [CH3:27][C:26]1[C:21]([CH:20]2[CH2:19][CH2:18][CH2:17][CH:16]([C:28]3[C:33]([CH3:34])=[CH:32][CH:31]=[CH:30][N:29]=3)[N:15]2[CH2:14][C:11]2[CH:12]=[CH:13][C:8]([C:7]([NH:2][OH:3])=[O:37])=[CH:9][C:10]=2[CH2:35][OH:36])=[N:22][CH:23]=[CH:24][CH:25]=1. The yield is 0.920. (6) The reactants are [C:1]([O:5][C:6](=[O:24])[NH:7][CH:8]([CH2:17][C:18]1[CH:23]=[CH:22][CH:21]=[CH:20][CH:19]=1)[CH:9]([OH:16])[CH2:10][NH:11][CH2:12][CH:13]([CH3:15])[CH3:14])([CH3:4])([CH3:3])[CH3:2].CCN(CC)CC.[C:32](Cl)([O:34][CH2:35][CH:36]1[C:48]2[C:43](=[CH:44][CH:45]=[CH:46][CH:47]=2)[C:42]2[C:37]1=[CH:38][CH:39]=[CH:40][CH:41]=2)=[O:33].[CH2:50]1[CH2:54]OC[CH2:51]1. No catalyst specified. The product is [CH2:12]([N:11]([CH2:10][C@@H:9]([OH:16])[C@@H:8]([NH:7][C:6]([O:5][C:1]([CH3:3])([CH3:4])[CH3:2])=[O:24])[CH2:17][C:18]1[CH:19]=[CH:20][CH:21]=[CH:22][CH:23]=1)[C:32](=[O:33])[O:34][CH2:35][C:36]1[C:41]2[CH2:42][C:43]3[C:44](=[CH:45][CH:46]=[CH:47][CH:48]=3)[C:40]=2[CH:39]=[CH:38][CH:37]=1)[C:13]1[CH:14]=[CH:54][CH:50]=[CH:51][CH:15]=1. The yield is 0.960. (7) The reactants are [CH2:1]([N:8]([CH2:28][C:29]1[CH:34]=[CH:33][CH:32]=[CH:31][CH:30]=1)[C@H:9]1[CH2:18][C:17]2[C:12](=[CH:13][CH:14]=[CH:15][C:16]=2B2OC(C)(C)C(C)(C)O2)[O:11][CH2:10]1)[C:2]1[CH:7]=[CH:6][CH:5]=[CH:4][CH:3]=1.Cl[C:36]1[C:41]([CH3:42])=[N:40][C:39]([CH3:43])=[CH:38][N:37]=1. No catalyst specified. The product is [CH2:28]([N:8]([CH2:1][C:2]1[CH:7]=[CH:6][CH:5]=[CH:4][CH:3]=1)[C@H:9]1[CH2:18][C:17]2[C:12](=[CH:13][CH:14]=[CH:15][C:16]=2[C:36]2[C:41]([CH3:42])=[N:40][C:39]([CH3:43])=[CH:38][N:37]=2)[O:11][CH2:10]1)[C:29]1[CH:30]=[CH:31][CH:32]=[CH:33][CH:34]=1. The yield is 0.720. (8) The reactants are Br[CH2:2][C:3]1[CH:8]=[CH:7][C:6]([Cl:9])=[C:5]([O:10][CH3:11])[CH:4]=1.[C-:12]#[N:13].[Na+]. The catalyst is C(O)C. The product is [Cl:9][C:6]1[CH:7]=[CH:8][C:3]([CH2:2][C:12]#[N:13])=[CH:4][C:5]=1[O:10][CH3:11]. The yield is 0.480. (9) The yield is 0.194. The reactants are [Cl:1][C:2]1[CH:7]=[CH:6][C:5]([C:8]2[N:13]([CH3:14])[C:12](=[O:15])[C:11]([O:16]C)=[CH:10][CH:9]=2)=[CH:4][CH:3]=1.I[Si](C)(C)C. The product is [Cl:1][C:2]1[CH:3]=[CH:4][C:5]([C:8]2[N:13]([CH3:14])[C:12](=[O:15])[C:11]([OH:16])=[CH:10][CH:9]=2)=[CH:6][CH:7]=1. The catalyst is C(#N)C. (10) The reactants are [NH2:1][C:2]1[CH:15]=[CH:14][CH:13]=[CH:12][C:3]=1[CH2:4][N:5]1[CH2:10][CH2:9][CH2:8][O:7][C:6]1=[O:11].C(N(CC)CC)C.[F:23][C:24]([F:37])([F:36])[S:25](O[S:25]([C:24]([F:37])([F:36])[F:23])(=[O:27])=[O:26])(=[O:27])=[O:26].O.Cl. The catalyst is C(Cl)(Cl)Cl.O. The product is [F:23][C:24]([F:37])([F:36])[S:25]([NH:1][C:2]1[CH:15]=[CH:14][CH:13]=[CH:12][C:3]=1[CH2:4][N:5]1[CH2:10][CH2:9][CH2:8][O:7][C:6]1=[O:11])(=[O:27])=[O:26]. The yield is 0.710.